This data is from Forward reaction prediction with 1.9M reactions from USPTO patents (1976-2016). The task is: Predict the product of the given reaction. (1) Given the reactants [OH:1][C:2]1[CH:7]=[CH:6][CH:5]=[CH:4][C:3]=1[CH2:8][C:9]([OH:11])=[O:10].[CH2:12](Br)[C:13]1[CH:18]=[CH:17][CH:16]=[CH:15][CH:14]=1.C(=O)(O)[O-].[Na+], predict the reaction product. The product is: [CH2:12]([O:10][C:9](=[O:11])[CH2:8][C:3]1[CH:4]=[CH:5][CH:6]=[CH:7][C:2]=1[OH:1])[C:13]1[CH:18]=[CH:17][CH:16]=[CH:15][CH:14]=1. (2) The product is: [O:1]=[C:2]1[N:8]([CH:9]2[CH2:14][CH2:13][N:12]([C:15]([O:17][C@H:18]([CH2:34][C:35]3[CH:36]=[C:37]([CH3:45])[C:38]([NH2:44])=[C:39]([NH2:41])[CH:40]=3)[C:19]([N:21]3[CH2:26][CH2:25][CH:24]([N:27]4[CH2:28][CH2:29][N:30]([CH3:33])[CH2:31][CH2:32]4)[CH2:23][CH2:22]3)=[O:20])=[O:16])[CH2:11][CH2:10]2)[CH2:7][CH2:6][C:5]2[CH:46]=[CH:47][CH:48]=[CH:49][C:4]=2[NH:3]1. Given the reactants [O:1]=[C:2]1[N:8]([CH:9]2[CH2:14][CH2:13][N:12]([C:15]([O:17][C@H:18]([CH2:34][C:35]3[CH:40]=[C:39]([N+:41]([O-])=O)[C:38]([NH2:44])=[C:37]([CH3:45])[CH:36]=3)[C:19]([N:21]3[CH2:26][CH2:25][CH:24]([N:27]4[CH2:32][CH2:31][N:30]([CH3:33])[CH2:29][CH2:28]4)[CH2:23][CH2:22]3)=[O:20])=[O:16])[CH2:11][CH2:10]2)[CH2:7][CH2:6][C:5]2[CH:46]=[CH:47][CH:48]=[CH:49][C:4]=2[NH:3]1.[H][H], predict the reaction product. (3) Given the reactants [N+:1]([C:4]1[CH:9]=[C:8]([N+:10]([O-:12])=[O:11])[CH:7]=[CH:6][C:5]=1[N:13]=[N:14][C:15]1[C:21]([O:22][CH2:23][CH:24]([CH2:29][CH3:30])[CH2:25][CH2:26][CH2:27][CH3:28])=[CH:20][C:18]([NH2:19])=[C:17]([O:31][CH2:32][CH:33]([CH2:38][CH3:39])[CH2:34][CH2:35][CH2:36][CH3:37])[CH:16]=1)([O-:3])=[O:2].N(OS(=O)(=O)O)=O.S(=O)(=O)(O)O.[CH2:52]([N:64]([CH2:72][CH2:73][CH2:74][CH2:75][CH2:76][CH2:77][CH2:78][CH2:79][CH2:80][CH2:81][CH2:82][CH3:83])[C:65]1[CH:70]=[CH:69][CH:68]=[C:67]([CH3:71])[CH:66]=1)[CH2:53][CH2:54][CH2:55][CH2:56][CH2:57][CH2:58][CH2:59][CH2:60][CH2:61][CH2:62][CH3:63].S(=O)(=O)(O)[NH2:85], predict the reaction product. The product is: [N+:1]([C:4]1[CH:9]=[C:8]([N+:10]([O-:12])=[O:11])[CH:7]=[CH:6][C:5]=1/[N:13]=[N:14]/[C:15]1[C:21]([O:22][CH2:23][CH:24]([CH2:29][CH3:30])[CH2:25][CH2:26][CH2:27][CH3:28])=[CH:20][C:18](/[N:19]=[N:85]/[C:68]2[CH:69]=[CH:70][C:65]([N:64]([CH2:52][CH2:53][CH2:54][CH2:55][CH2:56][CH2:57][CH2:58][CH2:59][CH2:60][CH2:61][CH2:62][CH3:63])[CH2:72][CH2:73][CH2:74][CH2:75][CH2:76][CH2:77][CH2:78][CH2:79][CH2:80][CH2:81][CH2:82][CH3:83])=[CH:66][C:67]=2[CH3:71])=[C:17]([O:31][CH2:32][CH:33]([CH2:38][CH3:39])[CH2:34][CH2:35][CH2:36][CH3:37])[CH:16]=1)([O-:3])=[O:2]. (4) Given the reactants [I:1][C:2]1[CH:7]=[CH:6][C:5]([OH:8])=[CH:4][CH:3]=1.[N:9]1[CH:14]=[CH:13][C:12]([CH2:15]Cl)=[CH:11][CH:10]=1, predict the reaction product. The product is: [I:1][C:2]1[CH:7]=[CH:6][C:5]([O:8][CH2:15][C:12]2[CH:13]=[CH:14][N:9]=[CH:10][CH:11]=2)=[CH:4][CH:3]=1.